Dataset: Forward reaction prediction with 1.9M reactions from USPTO patents (1976-2016). Task: Predict the product of the given reaction. (1) Given the reactants [C:1]([CH:5]1[CH2:10][CH2:9][CH:8]([O:11][C:12]2[CH:13]=[C:14]([CH3:22])[C:15]3[C:20]([CH:21]=2)=[CH:19][CH:18]=[CH:17][CH:16]=3)[CH2:7][CH2:6]1)([CH3:4])([CH3:3])[CH3:2].[Sn](Cl)(Cl)(Cl)Cl.[CH3:28][O:29]C(Cl)Cl, predict the reaction product. The product is: [C:1]([CH:5]1[CH2:6][CH2:7][CH:8]([O:11][C:12]2[CH:21]=[C:20]3[C:15](=[C:14]([CH3:22])[CH:13]=2)[CH:16]=[C:17]([CH:28]=[O:29])[CH:18]=[CH:19]3)[CH2:9][CH2:10]1)([CH3:4])([CH3:3])[CH3:2]. (2) Given the reactants C([N:8](CC1C=CC=CC=1)[C@H:9]1[CH2:14][CH2:13][C@H:12]([N:15]2[CH2:20][CH2:19][N:18]([CH2:21][CH:22]3[CH2:24][CH2:23]3)[CH2:17][CH2:16]2)[CH2:11][CH2:10]1)C1C=CC=CC=1.[H][H].C(O[C@H]1[C@H](NC(O[C:48]([CH3:51])(C)[CH3:49])=O)C[C@H](CC([O-])=O)[C@H](N=[N+]=[N-])C1)(=O)C.[O-2].[Al+3].[O-2].[O-2].[Al+3].[CH3:64]O, predict the reaction product. The product is: [CH:51]1([CH2:64][CH:20]2[CH2:19][NH:18][CH2:17][CH2:16][N:15]2[CH:12]2[CH2:11][CH2:10][CH:9]([NH2:8])[CH2:14][CH2:13]2)[CH2:48][CH2:49]1.[CH:22]1([CH2:21][N:18]2[CH2:19][CH2:20][N:15]([C@H:12]3[CH2:13][CH2:14][C@H:9]([NH2:8])[CH2:10][CH2:11]3)[CH2:16][CH2:17]2)[CH2:23][CH2:24]1.